Task: Predict the reactants needed to synthesize the given product.. Dataset: Full USPTO retrosynthesis dataset with 1.9M reactions from patents (1976-2016) Given the product [CH3:1][O:2][C:3]1[CH:8]=[C:7]([O:9][CH3:10])[CH:6]=[C:5]([CH3:11])[C:4]=1[C:12]1[N:17]2[N:18]=[C:19]([O:29][CH3:30])[C:20]([N:21]([CH2:38][CH:34]3[CH2:35][CH2:36][CH2:37][O:33]3)[C:22](=[O:28])[O:23][C:24]([CH3:27])([CH3:25])[CH3:26])=[C:16]2[CH:15]=[CH:14][CH:13]=1, predict the reactants needed to synthesize it. The reactants are: [CH3:1][O:2][C:3]1[CH:8]=[C:7]([O:9][CH3:10])[CH:6]=[C:5]([CH3:11])[C:4]=1[C:12]1[N:17]2[N:18]=[C:19]([O:29][CH3:30])[C:20]([NH:21][C:22](=[O:28])[O:23][C:24]([CH3:27])([CH3:26])[CH3:25])=[C:16]2[CH:15]=[CH:14][CH:13]=1.[H-].[Na+].[O:33]1[CH2:37][CH2:36][CH2:35][CH:34]1[CH2:38]Cl.O.